From a dataset of Full USPTO retrosynthesis dataset with 1.9M reactions from patents (1976-2016). Predict the reactants needed to synthesize the given product. (1) Given the product [CH:23](=[C:5]1/[C:4](=[O:6])[NH:3][C:2](=[O:7])[S:1]/1)\[CH2:22][CH2:21][CH2:20][CH2:19][CH2:18][CH2:17][CH2:16][CH2:15][CH2:14][CH2:13][CH2:12][CH2:11][CH2:10][CH2:9][CH3:8], predict the reactants needed to synthesize it. The reactants are: [S:1]1[CH2:5][C:4](=[O:6])[NH:3][C:2]1=[O:7].[CH:8](=O)[CH2:9][CH2:10][CH2:11][CH2:12][CH2:13][CH2:14][CH2:15][CH2:16][CH2:17][CH2:18][CH2:19][CH2:20][CH2:21][CH2:22][CH3:23]. (2) Given the product [C:26]([C:23]1[CH:24]=[CH:25][C:20]([NH:19][C:17]([N:8]2[C:9]3[N:10]=[C:11]([CH:12]([O:15][CH3:16])[O:13][CH3:14])[C:2]([CH2:35][C:34]([O:33][C:29]([CH3:32])([CH3:31])[CH3:30])=[O:37])=[CH:3][C:4]=3[CH2:5][CH2:6][CH2:7]2)=[O:18])=[N:21][CH:22]=1)#[N:27], predict the reactants needed to synthesize it. The reactants are: Br[C:2]1[CH:3]=[C:4]2[C:9](=[N:10][C:11]=1[CH:12]([O:15][CH3:16])[O:13][CH3:14])[N:8]([C:17]([NH:19][C:20]1[CH:25]=[CH:24][C:23]([C:26]#[N:27])=[CH:22][N:21]=1)=[O:18])[CH2:7][CH2:6][CH2:5]2.[Cl-].[C:29]([O:33][C:34](=[O:37])[CH2:35][Zn+])([CH3:32])([CH3:31])[CH3:30]. (3) Given the product [NH2:27][C:18]1[S:17][C:16]([CH2:15][CH2:14][CH2:13][C:12]([NH:11][CH2:10][CH2:9][O:1][Si:2]([C:5]([CH3:6])([CH3:7])[CH3:8])([CH3:4])[CH3:3])=[O:44])([C:38]2[CH:39]=[CH:40][CH:41]=[CH:42][CH:43]=2)[N:20]([C:21](=[O:26])[C:22]([CH3:25])([CH3:24])[CH3:23])[N:19]=1, predict the reactants needed to synthesize it. The reactants are: [O:1]([CH2:9][CH2:10][NH:11][C:12](=[O:44])[CH2:13][CH2:14][CH2:15][C:16]1([C:38]2[CH:43]=[CH:42][CH:41]=[CH:40][CH:39]=2)[N:20]([C:21](=[O:26])[C:22]([CH3:25])([CH3:24])[CH3:23])[N:19]=[C:18]([NH:27]C(=O)C(C2C=CC=CC=2)C)[S:17]1)[Si:2]([C:5]([CH3:8])([CH3:7])[CH3:6])([CH3:4])[CH3:3].[BH4-].[Na+]. (4) The reactants are: [H-].[Na+].[NH2:3][C:4]1[N:8]([C:9]2[CH:14]=[CH:13][CH:12]=[CH:11][C:10]=2F)[N:7]=[C:6]([C:16]([O:18]CC)=[O:17])[CH:5]=1.[OH-:21].[Na+]. Given the product [C:9]1([N:8]2[C:4]([NH:3][C:4]([NH:8][C:9]3[CH:14]=[CH:13][CH:12]=[CH:11][CH:10]=3)=[O:21])=[CH:5][C:6]([C:16]([OH:18])=[O:17])=[N:7]2)[CH:10]=[CH:11][CH:12]=[CH:13][CH:14]=1, predict the reactants needed to synthesize it.